This data is from Full USPTO retrosynthesis dataset with 1.9M reactions from patents (1976-2016). The task is: Predict the reactants needed to synthesize the given product. (1) Given the product [C:1]([Si:5]([CH:14]([CH3:16])[CH3:15])([CH:11]([CH3:12])[CH3:13])[N:6]1[CH:7]=[CH:8][C:9]([Br:17])=[CH:10]1)([CH3:4])([CH3:3])[CH3:2], predict the reactants needed to synthesize it. The reactants are: [C:1]([Si:5]([CH:14]([CH3:16])[CH3:15])([CH:11]([CH3:13])[CH3:12])[N:6]1[CH:10]=[CH:9][CH:8]=[CH:7]1)([CH3:4])([CH3:3])[CH3:2].[Br:17]N1C(=O)CCC1=O. (2) Given the product [N:20]([CH:11]1[C:19]2[C:14](=[C:15]([CH3:5])[CH:16]=[CH:17][CH:18]=2)[CH2:13][CH2:12]1)=[C:1]=[S:2], predict the reactants needed to synthesize it. The reactants are: [C:1](Cl)(Cl)=[S:2].[C:5]([O-])([O-])=O.[K+].[K+].[CH:11]1([NH2:20])[C:19]2[C:14](=[CH:15][CH:16]=[CH:17][CH:18]=2)[CH2:13][CH2:12]1.[OH-].[K+]. (3) Given the product [F:20][C:17]([F:18])([F:19])[C:14]1[CH:13]=[CH:12][C:11]([C:9]2[O:8][N:7]=[C:6]([CH2:4][OH:3])[CH:10]=2)=[CH:16][CH:15]=1, predict the reactants needed to synthesize it. The reactants are: C([O:3][C:4]([C:6]1[CH:10]=[C:9]([C:11]2[CH:16]=[CH:15][C:14]([C:17]([F:20])([F:19])[F:18])=[CH:13][CH:12]=2)[O:8][N:7]=1)=O)C.[BH4-].[Na+].Cl. (4) Given the product [NH:22]([C:43]([O:45][C:46]([CH3:49])([CH3:48])[CH3:47])=[O:44])[C@H:23]([C:33]([NH:1][C@@H:2]([C:12]([OH:14])=[O:13])[CH2:3][O:4][CH2:5][C:6]1[CH:7]=[CH:8][CH:9]=[CH:10][CH:11]=1)=[O:34])[CH2:24][CH2:25][C:26](=[O:32])[O:27][C:28]([CH3:31])([CH3:29])[CH3:30], predict the reactants needed to synthesize it. The reactants are: [NH2:1][C@@H:2]([C:12]([OH:14])=[O:13])[CH2:3][O:4][CH2:5][C:6]1[CH:11]=[CH:10][CH:9]=[CH:8][CH:7]=1.O.N1C=CC=CC=1.[NH:22]([C:43]([O:45][C:46]([CH3:49])([CH3:48])[CH3:47])=[O:44])[C@H:23]([C:33](ON1C(=O)CCC1=O)=[O:34])[CH2:24][CH2:25][C:26](=[O:32])[O:27][C:28]([CH3:31])([CH3:30])[CH3:29]. (5) Given the product [Cl:1][C:2]1[CH:3]=[N:4][C:5]2[N:6]([N:8]=[C:9]([C:11]([N:28]3[CH2:27][CH2:26][N:25]4[C:21]([C:18]5[CH:19]=[N:20][C:15]([F:14])=[CH:16][CH:17]=5)=[CH:22][N:23]=[C:24]4[CH:29]3[CH3:30])=[O:13])[CH:10]=2)[CH:7]=1, predict the reactants needed to synthesize it. The reactants are: [Cl:1][C:2]1[CH:3]=[N:4][C:5]2[N:6]([N:8]=[C:9]([C:11]([OH:13])=O)[CH:10]=2)[CH:7]=1.[F:14][C:15]1[N:20]=[CH:19][C:18]([C:21]2[N:25]3[CH2:26][CH2:27][NH:28][CH:29]([CH3:30])[C:24]3=[N:23][CH:22]=2)=[CH:17][CH:16]=1. (6) The reactants are: [Br:1][C:2]1[CH:11]=[C:10]2[C:5]([CH2:6][CH2:7][CH2:8][NH:9]2)=[CH:4][CH:3]=1.[C:12]([O:16][C:17](O[C:17]([O:16][C:12]([CH3:15])([CH3:14])[CH3:13])=[O:18])=[O:18])([CH3:15])([CH3:14])[CH3:13]. Given the product [Br:1][C:2]1[CH:11]=[C:10]2[C:5]([CH2:6][CH2:7][CH2:8][N:9]2[C:17]([O:16][C:12]([CH3:15])([CH3:14])[CH3:13])=[O:18])=[CH:4][CH:3]=1, predict the reactants needed to synthesize it. (7) Given the product [CH3:3][N:4]([N:6]=[N:7][C:8]1[C:12]([Br:13])=[CH:11][S:10][C:9]=1[C:14]([NH2:2])=[O:16])[CH3:5], predict the reactants needed to synthesize it. The reactants are: [OH-].[NH4+:2].[CH3:3][N:4]([N:6]=[N:7][C:8]1[C:12]([Br:13])=[CH:11][S:10][C:9]=1[C:14]([O:16]C)=O)[CH3:5].O.